From a dataset of Forward reaction prediction with 1.9M reactions from USPTO patents (1976-2016). Predict the product of the given reaction. (1) Given the reactants [H-].[Na+].[CH3:3][N:4]([CH3:8])[CH2:5][CH2:6][OH:7].[CH2:9]([O:16][C:17]1[C:22]([CH3:23])=[CH:21][C:20]([C:24]2[NH:33][C:32](=[O:34])[C:31]3[C:26](=[CH:27][C:28](F)=[CH:29][CH:30]=3)[N:25]=2)=[CH:19][C:18]=1[CH3:36])[C:10]1[CH:15]=[CH:14][CH:13]=[CH:12][CH:11]=1.Cl, predict the reaction product. The product is: [CH2:9]([O:16][C:17]1[C:18]([CH3:36])=[CH:19][C:20]([C:24]2[NH:33][C:32](=[O:34])[C:31]3[C:26](=[CH:27][C:28]([O:7][CH2:6][CH2:5][N:4]([CH3:8])[CH3:3])=[CH:29][CH:30]=3)[N:25]=2)=[CH:21][C:22]=1[CH3:23])[C:10]1[CH:11]=[CH:12][CH:13]=[CH:14][CH:15]=1. (2) Given the reactants [N:1]1([C:22]([O:24][CH2:25][C:26]2[CH:31]=[CH:30][CH:29]=[CH:28][CH:27]=2)=[O:23])[CH2:6][CH2:5][N:4](C(OC(C)(C)C)=O)[CH2:3][CH:2]1[C:14]([O:16][CH:17]1[CH2:21][CH2:20][CH2:19][CH2:18]1)=[O:15], predict the reaction product. The product is: [N:1]1([C:22]([O:24][CH2:25][C:26]2[CH:27]=[CH:28][CH:29]=[CH:30][CH:31]=2)=[O:23])[CH2:6][CH2:5][NH:4][CH2:3][CH:2]1[C:14]([O:16][CH:17]1[CH2:21][CH2:20][CH2:19][CH2:18]1)=[O:15]. (3) Given the reactants [CH3:1][C:2]1[CH:7]=[CH:6][CH:5]=[C:4]([CH3:8])[C:3]=1[C:9]1[NH:10][C:11]2[C:16]([CH:17]=1)=[CH:15][CH:14]=[C:13]([C:18](O)=[O:19])[CH:12]=2.[CH3:21][C:22]1[CH:23]=[C:24]([CH:26]=[CH:27][C:28]=1[CH3:29])[NH2:25], predict the reaction product. The product is: [CH3:21][C:22]1[CH:23]=[C:24]([NH:25][C:18]([C:13]2[CH:12]=[C:11]3[C:16]([CH:17]=[C:9]([C:3]4[C:2]([CH3:1])=[CH:7][CH:6]=[CH:5][C:4]=4[CH3:8])[NH:10]3)=[CH:15][CH:14]=2)=[O:19])[CH:26]=[CH:27][C:28]=1[CH3:29]. (4) Given the reactants C[O:2][C:3](=[O:23])[CH2:4][CH2:5][N:6]1[C:11]2[CH:12]=[C:13]([CH3:17])[CH:14]=[C:15]([CH3:16])[C:10]=2[O:9][CH:8]([CH2:18][CH:19]([CH3:21])[CH3:20])[C:7]1=[O:22].[OH-].[Na+], predict the reaction product. The product is: [CH2:18]([CH:8]1[C:7](=[O:22])[N:6]([CH2:5][CH2:4][C:3]([OH:23])=[O:2])[C:11]2[CH:12]=[C:13]([CH3:17])[CH:14]=[C:15]([CH3:16])[C:10]=2[O:9]1)[CH:19]([CH3:21])[CH3:20]. (5) Given the reactants Cl.Cl.[N:3]1[N:11]2[C:6]([O:7][CH2:8][CH2:9][CH2:10]2)=[C:5]([C@H:12]([NH2:14])[CH3:13])[CH:4]=1.[F:15][C:16]([F:34])([F:33])[C:17]([C:20]1[CH:29]=[CH:28][C:27]2[CH2:26][C@@H:25]([C:30](O)=[O:31])[CH2:24][CH2:23][C:22]=2[N:21]=1)([CH3:19])[CH3:18].C(N(CC)C(C)C)(C)C.F[P-](F)(F)(F)(F)F.C[N+](C)=C(N(C)C)ON1C2N=CC=CC=2N=N1, predict the reaction product. The product is: [N:3]1[N:11]2[C:6]([O:7][CH2:8][CH2:9][CH2:10]2)=[C:5]([C@H:12]([NH:14][C:30]([C@H:25]2[CH2:24][CH2:23][C:22]3[N:21]=[C:20]([C:17]([CH3:19])([CH3:18])[C:16]([F:34])([F:33])[F:15])[CH:29]=[CH:28][C:27]=3[CH2:26]2)=[O:31])[CH3:13])[CH:4]=1.